From a dataset of Catalyst prediction with 721,799 reactions and 888 catalyst types from USPTO. Predict which catalyst facilitates the given reaction. (1) Reactant: [Cl:1][C:2]1[C:35]([Cl:36])=[CH:34][CH:33]=[CH:32][C:3]=1[CH2:4][C:5]1[CH:6]=[C:7]2[C:12](=[C:13]([F:15])[CH:14]=1)[N:11]([CH2:16][CH2:17][O:18][Si](C(C)(C)C)(C)C)[CH:10]=[C:9]([C:26]([O:28][CH2:29][CH3:30])=[O:27])[C:8]2=[O:31].[F-].C([N+](CCCC)(CCCC)CCCC)CCC.O. Product: [Cl:1][C:2]1[C:35]([Cl:36])=[CH:34][CH:33]=[CH:32][C:3]=1[CH2:4][C:5]1[CH:6]=[C:7]2[C:12](=[C:13]([F:15])[CH:14]=1)[N:11]([CH2:16][CH2:17][OH:18])[CH:10]=[C:9]([C:26]([O:28][CH2:29][CH3:30])=[O:27])[C:8]2=[O:31]. The catalyst class is: 1. (2) Reactant: [N+:1]([C:4]1[CH:5]=[N:6][NH:7][CH:8]=1)([O-:3])=[O:2].[H-].[Na+].Br[C:12]1([C:16]([O:18][CH2:19][CH3:20])=[O:17])[CH2:15][CH2:14][CH2:13]1.O. Product: [N+:1]([C:4]1[CH:5]=[N:6][N:7]([C:12]2([C:16]([O:18][CH2:19][CH3:20])=[O:17])[CH2:15][CH2:14][CH2:13]2)[CH:8]=1)([O-:3])=[O:2]. The catalyst class is: 80. (3) Reactant: [CH2:1]([O:3][C:4](=[O:18])/[C:5](/O)=[CH:6]/[C:7]([C:9]1[CH:14]=[CH:13][C:12]([Cl:15])=[C:11]([Cl:16])[CH:10]=1)=O)[CH3:2].[CH3:19][NH:20][NH2:21]. Product: [CH2:1]([O:3][C:4]([C:5]1[N:20]([CH3:19])[N:21]=[C:7]([C:9]2[CH:14]=[CH:13][C:12]([Cl:15])=[C:11]([Cl:16])[CH:10]=2)[CH:6]=1)=[O:18])[CH3:2].[CH2:1]([O:3][C:4]([C:5]1[CH:6]=[C:7]([C:9]2[CH:14]=[CH:13][C:12]([Cl:15])=[C:11]([Cl:16])[CH:10]=2)[N:20]([CH3:19])[N:21]=1)=[O:18])[CH3:2]. The catalyst class is: 8. (4) The catalyst class is: 3. Product: [NH2:3][C@H:12]1[CH2:16][CH2:15][C@H:14]([NH:17][C:18]([NH:20][C:21]2[N:22]=[C:23]3[CH:29]=[CH:28][N:27]([CH2:30][O:31][CH2:32][CH2:33][Si:34]([CH3:37])([CH3:36])[CH3:35])[C:24]3=[N:25][CH:26]=2)=[O:19])[CH2:13]1. Reactant: O=C1C2C(=CC=CC=2)C(=O)[N:3]1[C@H:12]1[CH2:16][CH2:15][C@H:14]([NH:17][C:18]([NH:20][C:21]2[N:22]=[C:23]3[CH:29]=[CH:28][N:27]([CH2:30][O:31][CH2:32][CH2:33][Si:34]([CH3:37])([CH3:36])[CH3:35])[C:24]3=[N:25][CH:26]=2)=[O:19])[CH2:13]1.NN.CC(O)=O.